From a dataset of Full USPTO retrosynthesis dataset with 1.9M reactions from patents (1976-2016). Predict the reactants needed to synthesize the given product. (1) Given the product [O:17]=[C:16]([CH3:18])[CH2:14][CH2:15][N:4]1[CH2:5][CH2:6][N:1]([C:7]([O:9][C:10]([CH3:13])([CH3:12])[CH3:11])=[O:8])[CH2:2][CH2:3]1, predict the reactants needed to synthesize it. The reactants are: [N:1]1([C:7]([O:9][C:10]([CH3:13])([CH3:12])[CH3:11])=[O:8])[CH2:6][CH2:5][NH:4][CH2:3][CH2:2]1.[CH:14]([C:16]([CH3:18])=[O:17])=[CH2:15]. (2) Given the product [NH2:1][CH:2]([OH:23])[C@H:3]([CH3:22])[CH2:4][CH2:5][C:6]1[S:7][C:8]([C:11](=[O:25])[CH2:12][CH2:13][CH2:14][CH2:15][C:16]2[CH:17]=[CH:18][CH:19]=[CH:20][CH:21]=2)=[CH:9][CH:10]=1, predict the reactants needed to synthesize it. The reactants are: [NH2:1][CH:2]([OH:23])[C@H:3]([CH3:22])[CH2:4][CH2:5][C:6]1[S:7][C:8]([C:11]#[C:12][CH2:13][CH2:14][CH2:15][C:16]2[CH:21]=[CH:20][CH:19]=[CH:18][CH:17]=2)=[CH:9][CH:10]=1.S(=O)(=O)(O)[OH:25].[OH-].[Na+]. (3) Given the product [Cl:1][C:2]1[C:7]([Cl:8])=[C:6]([S:9](=[O:18])(=[O:17])[NH:10][C@@H:11]([CH3:16])[C:12]([F:14])([F:15])[F:13])[CH:5]=[CH:4][C:3]=1[C:19]1[S:23][C:22]([C:24]([O:26][CH2:27][CH3:28])=[O:25])=[N:21][C:20]=1[C:29](=[O:30])[N:34]([CH2:35][CH3:36])[CH2:32][CH3:33], predict the reactants needed to synthesize it. The reactants are: [Cl:1][C:2]1[C:7]([Cl:8])=[C:6]([S:9](=[O:18])(=[O:17])[NH:10][C@@H:11]([CH3:16])[C:12]([F:15])([F:14])[F:13])[CH:5]=[CH:4][C:3]=1[C:19]1[S:23][C:22]([C:24]([O:26][CH2:27][CH3:28])=[O:25])=[N:21][C:20]=1[C:29](O)=[O:30].[CH2:32]([NH:34][CH2:35][CH3:36])[CH3:33].CN(C(ON1N=NC2C=CC=NC1=2)=[N+](C)C)C.F[P-](F)(F)(F)(F)F.O. (4) Given the product [Cl:1][C:2]1[CH:10]=[C:9]([N+:11]([O-:13])=[O:12])[CH:8]=[CH:7][C:3]=1[C:4]([NH:24][CH3:21])=[O:5], predict the reactants needed to synthesize it. The reactants are: [Cl:1][C:2]1[CH:10]=[C:9]([N+:11]([O-:13])=[O:12])[CH:8]=[CH:7][C:3]=1[C:4](O)=[O:5].S(Cl)(Cl)=O.Cl.CN.[CH:21]([N:24](CC)C(C)C)(C)C.